Dataset: Forward reaction prediction with 1.9M reactions from USPTO patents (1976-2016). Task: Predict the product of the given reaction. (1) Given the reactants C([Mg]Cl)(C)C.[CH2:6]([O:13][C:14]1[CH:19]=[C:18](I)[CH:17]=[CH:16][C:15]=1[Cl:21])[C:7]1[CH:12]=[CH:11][CH:10]=[CH:9][CH:8]=1.[B:22](OC(C)C)([O:27]C(C)C)[O:23]C(C)C.Cl, predict the reaction product. The product is: [CH2:6]([O:13][C:14]1[CH:19]=[C:18]([B:22]([OH:27])[OH:23])[CH:17]=[CH:16][C:15]=1[Cl:21])[C:7]1[CH:12]=[CH:11][CH:10]=[CH:9][CH:8]=1. (2) Given the reactants Br[C:2]1[C:3]([N:24]2[CH2:28][CH2:27][C@@H:26]([OH:29])[CH2:25]2)=[N:4][CH:5]=[C:6]([CH:23]=1)[C:7]([NH:9][C:10]1[CH:15]=[CH:14][C:13]([C:16]([F:22])([F:21])[C:17]([F:20])([F:19])[F:18])=[CH:12][CH:11]=1)=[O:8].[N:30]1[CH:35]=[C:34](B(O)O)[CH:33]=[N:32][CH:31]=1, predict the reaction product. The product is: [OH:29][C@@H:26]1[CH2:27][CH2:28][N:24]([C:3]2[C:2]([C:34]3[CH:35]=[N:30][CH:31]=[N:32][CH:33]=3)=[CH:23][C:6]([C:7]([NH:9][C:10]3[CH:11]=[CH:12][C:13]([C:16]([F:21])([F:22])[C:17]([F:18])([F:19])[F:20])=[CH:14][CH:15]=3)=[O:8])=[CH:5][N:4]=2)[CH2:25]1. (3) Given the reactants [C:1]1([S:7]([N:10]2[C:14]3=[N:15][CH:16]=[CH:17][CH:18]=[C:13]3[C:12]([CH2:19][C:20]3[CH:21]=[CH:22][C:23]([NH2:26])=[N:24][CH:25]=3)=[CH:11]2)(=[O:9])=[O:8])[CH:6]=[CH:5][CH:4]=[CH:3][CH:2]=1.[Cl:27][C:28]1C=NC=[CH:32][C:33]=1C=O.F[C:37](F)(F)C(O)=O.C([SiH](CC)CC)C.C(=O)([O-])[O-].[K+].[K+].[C:56](#[N:58])[CH3:57], predict the reaction product. The product is: [C:1]1([S:7]([N:10]2[C:14]3=[N:15][CH:16]=[CH:17][CH:18]=[C:13]3[C:12]([CH2:19][C:20]3[CH:21]=[CH:22][C:23]([NH:26][CH2:37][C:57]4[CH:56]=[N:58][CH:32]=[CH:33][C:28]=4[Cl:27])=[N:24][CH:25]=3)=[CH:11]2)(=[O:9])=[O:8])[CH:6]=[CH:5][CH:4]=[CH:3][CH:2]=1. (4) Given the reactants [N+:1]([C:4]1[CH:5]=[C:6]2[C:10](=[CH:11][CH:12]=1)[NH:9][C:8]([C:13]([O:15][C:16]([CH3:19])([CH3:18])[CH3:17])=[O:14])=[CH:7]2)([O-])=O, predict the reaction product. The product is: [NH2:1][C:4]1[CH:5]=[C:6]2[C:10](=[CH:11][CH:12]=1)[NH:9][C:8]([C:13]([O:15][C:16]([CH3:19])([CH3:18])[CH3:17])=[O:14])=[CH:7]2. (5) Given the reactants [CH3:1][O:2][C:3](=[O:22])[CH2:4][C:5]1[CH:10]=[C:9]([CH:11]=[O:12])[C:8]([O:13][CH2:14][C:15]2[CH:20]=[CH:19][CH:18]=[CH:17][CH:16]=2)=[C:7]([Br:21])[CH:6]=1.[CH2:23]=[O:24].C[C:26](C)([O-:28])C.[K+].Cl, predict the reaction product. The product is: [CH3:1][O:2][C:3](=[O:22])[C:4]([C:5]1[CH:10]=[C:9]([CH:11]=[O:12])[C:8]([O:13][CH2:14][C:15]2[CH:20]=[CH:19][CH:18]=[CH:17][CH:16]=2)=[C:7]([Br:21])[CH:6]=1)([CH2:26][OH:28])[CH2:23][OH:24]. (6) Given the reactants [Cl:1][C:2]1[C:3]2[N:4]([C:8]([C:11]3([OH:21])[CH2:19][CH2:18][CH2:17][C:16]4[N:15]([CH3:20])[N:14]=[CH:13][C:12]3=4)=[N:9][CH:10]=2)[CH:5]=[CH:6][N:7]=1.C1C(=O)N([Br:29])C(=O)C1, predict the reaction product. The product is: [Br:29][C:10]1[N:9]=[C:8]([C:11]2([OH:21])[CH2:19][CH2:18][CH2:17][C:16]3[N:15]([CH3:20])[N:14]=[CH:13][C:12]2=3)[N:4]2[CH:5]=[CH:6][N:7]=[C:2]([Cl:1])[C:3]=12. (7) Given the reactants [NH2:1][C:2]1[CH:11]=[CH:10][CH:9]=[C:8]2[C:3]=1[C:4]([CH:13]=[CH2:14])=[CH:5][N:6]=[C:7]2[Cl:12].O=[C:16]1[CH2:21][CH2:20][CH2:19][N:18]([C:22]([O:24][C:25]([CH3:28])([CH3:27])[CH3:26])=[O:23])[CH2:17]1.S([O-])([O-])(=O)=O.[Na+].[Na+].C(O[BH-](OC(=O)C)OC(=O)C)(=O)C.[Na+], predict the reaction product. The product is: [C:25]([O:24][C:22]([N:18]1[CH2:19][CH2:20][CH2:21][CH:16]([NH:1][C:2]2[CH:11]=[CH:10][CH:9]=[C:8]3[C:3]=2[C:4]([CH:13]=[CH2:14])=[CH:5][N:6]=[C:7]3[Cl:12])[CH2:17]1)=[O:23])([CH3:28])([CH3:26])[CH3:27]. (8) Given the reactants [C:1]([CH:3]([C:8]1[CH:13]=[CH:12][CH:11]=[CH:10][CH:9]=1)[CH2:4][C:5]([OH:7])=O)#[N:2].Cl.[NH2:15][C:16]1[N:21]=[C:20]([C:22]2[CH:31]=[C:30]3[C:25]([CH2:26][CH2:27][N:28](C(OC4CCNCC4)=O)[CH2:29]3)=[CH:24][CH:23]=2)[CH:19]=[C:18]([N:41]2[CH2:46][CH2:45][N:44]([CH3:47])[CH2:43][CH2:42]2)[N:17]=1, predict the reaction product. The product is: [NH2:15][C:16]1[N:21]=[C:20]([C:22]2[CH:31]=[C:30]3[C:25]([CH2:26][CH2:27][N:28]([C:5](=[O:7])[CH2:4][CH:3]([C:8]4[CH:13]=[CH:12][CH:11]=[CH:10][CH:9]=4)[C:1]#[N:2])[CH2:29]3)=[CH:24][CH:23]=2)[CH:19]=[C:18]([N:41]2[CH2:42][CH2:43][N:44]([CH3:47])[CH2:45][CH2:46]2)[N:17]=1.